This data is from Forward reaction prediction with 1.9M reactions from USPTO patents (1976-2016). The task is: Predict the product of the given reaction. Given the reactants [Cl:1][C:2]1[CH:7]=[CH:6][C:5]([S:8](Cl)(=[O:10])=[O:9])=[CH:4][CH:3]=1.[NH2:12][C:13]1[CH:22]=[C:21]2[C:16]([C:17]([C:24]([F:27])([F:26])[F:25])=[CH:18][C:19](=[O:23])[O:20]2)=[CH:15][CH:14]=1.Cl, predict the reaction product. The product is: [F:27][C:24]([F:25])([F:26])[C:17]1[C:16]2[C:21](=[CH:22][C:13]([NH:12][S:8]([C:5]3[CH:6]=[CH:7][C:2]([Cl:1])=[CH:3][CH:4]=3)(=[O:10])=[O:9])=[CH:14][CH:15]=2)[O:20][C:19](=[O:23])[CH:18]=1.